Dataset: CYP2C19 inhibition data for predicting drug metabolism from PubChem BioAssay. Task: Regression/Classification. Given a drug SMILES string, predict its absorption, distribution, metabolism, or excretion properties. Task type varies by dataset: regression for continuous measurements (e.g., permeability, clearance, half-life) or binary classification for categorical outcomes (e.g., BBB penetration, CYP inhibition). Dataset: cyp2c19_veith. (1) The compound is Clc1ccccc1-c1ccc2ncnc(NCc3cccnc3)c2c1. The result is 1 (inhibitor). (2) The result is 0 (non-inhibitor). The molecule is O=C1c2ccccc2-c2ccc(NC(=O)[C@H]3CCCC[C@@H]3C(=O)O)cc21. (3) The compound is CCOC(=O)N1CCN(C(=O)CCn2nc(-c3ccccc3)ccc2=O)CC1. The result is 0 (non-inhibitor). (4) The drug is COc1ccc(-c2ccc(/C=C3\C(=O)N(c4ccccc4)N=C3c3ccccc3)o2)c([N+](=O)[O-])c1. The result is 1 (inhibitor).